From a dataset of Catalyst prediction with 721,799 reactions and 888 catalyst types from USPTO. Predict which catalyst facilitates the given reaction. (1) The catalyst class is: 2. Product: [CH2:47]([C:49]1[CH:50]=[C:51]([C:52]2[N:54]=[C:9]([C:8]3[CH:12]=[C:13]([CH3:15])[N:14]=[C:6]([CH2:2][CH:3]([CH3:4])[CH3:5])[CH:7]=3)[O:11][N:53]=2)[CH:56]=[C:57]([CH3:60])[C:58]=1[OH:59])[CH3:48]. Reactant: Cl.[CH2:2]([C:6]1[CH:7]=[C:8]([CH:12]=[C:13]([CH3:15])[N:14]=1)[C:9]([OH:11])=O)[CH:3]([CH3:5])[CH3:4].CCN(C(C)C)C(C)C.CN(C(ON1N=NC2C=CC=CC1=2)=[N+](C)C)C.[B-](F)(F)(F)F.[CH2:47]([C:49]1[CH:50]=[C:51]([CH:56]=[C:57]([CH2:60]C)[C:58]=1[OH:59])[C:52]([NH:54]O)=[NH:53])[CH3:48]. (2) Reactant: [Br-].[C:2]1(P(C2C=CC=CC=2)C2C=CC=CC=2)C=CC=CC=1.C[C:22](C)([O-:24])C.[K+].O=[C:28]1[CH2:31][CH:30]([C:32]([O:34][CH3:35])=[O:33])[CH2:29]1. Product: [CH3:2][O:24][CH:22]=[C:28]1[CH2:31][CH:30]([C:32]([O:34][CH3:35])=[O:33])[CH2:29]1. The catalyst class is: 49. (3) Reactant: C([O:3][C:4]([C@@:6]1([CH3:24])[CH2:11][CH2:10][CH2:9][N:8]([C:12]([C@@H:14]2[O:19][C:18]3[CH:20]=[CH:21][CH:22]=[CH:23][C:17]=3[O:16][CH2:15]2)=O)[CH2:7]1)=[O:5])C.[OH-].[Li+:26].C1COCC1. Product: [O:19]1[C:18]2[CH:20]=[CH:21][CH:22]=[CH:23][C:17]=2[O:16][CH2:15][C@@H:14]1[CH2:12][N:8]1[CH2:9][CH2:10][CH2:11][C@:6]([CH3:24])([C:4]([O-:5])=[O:3])[CH2:7]1.[Li+:26]. The catalyst class is: 6. (4) Reactant: [H-].[Na+].[F:3][C:4]1[CH:9]=[CH:8][C:7]([C:10](=[O:12])[CH3:11])=[CH:6][CH:5]=1.Br[C:14]1[CH:19]=[CH:18][C:17]([C:20]([F:23])([F:22])[F:21])=[CH:16][N:15]=1. Product: [F:3][C:4]1[CH:9]=[CH:8][C:7]([C:10](=[O:12])[CH2:11][C:14]2[CH:19]=[CH:18][C:17]([C:20]([F:23])([F:22])[F:21])=[CH:16][N:15]=2)=[CH:6][CH:5]=1. The catalyst class is: 7.